Binary Classification. Given a miRNA mature sequence and a target amino acid sequence, predict their likelihood of interaction. From a dataset of Experimentally validated miRNA-target interactions with 360,000+ pairs, plus equal number of negative samples. (1) The miRNA is mmu-miR-466d-5p with sequence UGUGUGUGCGUACAUGUACAUG. The protein sequence of the target gene is MPTQRDSSTMSHTVACGGGGDHSHQVRVKAYYRGDIMITHFEPSISFEGLCSEVRDMCSFDNEQPFTMKWIDEEGDPCTVSSQLELEEAFRLYELNKDSELLIHVFPCVPERPGMPCPGEDKSIYRRGARRWRKLYCANGHTFQAKRFNRRAHCAICTDRIWGLGRQGYKCINCKLLVHKKCHKLVTIECGRHSLPPEPMMPMDQTMHPDHTQTVIPYNPSSHESLDQVGEEKEAMNTRESGKASSSLGLQDFDLLRVIGRGSYAKVLLVRLKKTDRIYAMKVVKKELVNDDEDIDWVQT.... Result: 1 (interaction). (2) The miRNA is mmu-miR-466l-5p with sequence UUGUGUGUACAUGUACAUGUAU. The protein sequence of the target gene is MADFLPSRSVLSVCFPGCVLTNGEAEQQRKSKEIDKCLSREKTYVKRLVKILLLGAGESGKSTFLKQMRIIHGQDFDQRAREEFRPTIYSNVIKGMRVLVDAREKLHIPWGDNKNQLHGDKLMAFDTRAPMAAQGMVETRVFLQYLPAIRALWEDSGIQNAYDRRREFQLGESVKYFLDNLDKLGVPDYIPSQQDILLARRPTKGIHEYDFEIKNVPFKMVDVGGQRSERKRWFECFDSVTSILFLVSSSEFDQVLMEDRQTNRLTESLNIFETIVNNRVFSNVSIILFLNKTDLLEEKV.... Result: 1 (interaction). (3) The miRNA is hsa-miR-4661-5p with sequence AACUAGCUCUGUGGAUCCUGAC. The protein sequence of the target gene is MTLLWCVVSLYFYGILQSDASERCDDWGLDTMRQIQVFEDEPARIKCPLFEHFLKFNYSTAHSAGLTLIWYWTRQDRDLEEPINFRLPENRISKEKDVLWFRPTLLNDTGNYTCMLRNTTYCSKVAFPLEVVQKDSCFNSPMKLPVHKLYIEYGIQRITCPNVDGYFPSSVKPTITWYMGCYKIQNFNNVIPEGMNLSFLIALISNNGNYTCVVTYPENGRTFHLTRTLTVKVVGSPKNAVPPVIHSPNDHVVYEKEPGEELLIPCTVYFSFLMDSRNEVWWTIDGKKPDDITIDVTINE.... Result: 0 (no interaction).